From a dataset of Experimentally validated miRNA-target interactions with 360,000+ pairs, plus equal number of negative samples. Binary Classification. Given a miRNA mature sequence and a target amino acid sequence, predict their likelihood of interaction. (1) The miRNA is mmu-miR-5133 with sequence GCUGGAGCUGCGGCAGCGCAG. The protein sequence of the target gene is MEGLVVAAGGDVSLHNFSARLWEQLVHFHVMRLTDSLFLWVGATPHLRNLAVAMCSRYDSIPVSTSLLGDTSDTTSTGLAQRLARKTNKQVFVSYNLQNTDSNFALLVENRIKEEMEAFPEKF. Result: 0 (no interaction). (2) The miRNA is mmu-miR-30c-5p with sequence UGUAAACAUCCUACACUCUCAGC. The protein sequence of the target gene is MYKSVSETRHPLQSEEQEVGIDPLFSYSNKTRGDLSQNGRGSNSTLDTEGTFNSYMKEWEELFVNNNYLATVRQKGINGQLRSSRFRSICWKLFLCVLPQDKSQWISKIKELRAWYSSIKEIHITNPRKAAGQQDLMINNPLSQDEGSLWNKFFQDKELRSMIEQDVKRTFPEMQFFQQENVRKILTDVLFCYARENEQLLYKQGMHELLAPIIFTLHCDHQAFLHASESAQPSEEMKTLLNPEYLEHDAYAMFSQLMETAEPWFSTFEHDGQKGKETLMAPIPFARPQDLGPTVAIVTK.... Result: 1 (interaction).